From a dataset of Forward reaction prediction with 1.9M reactions from USPTO patents (1976-2016). Predict the product of the given reaction. (1) Given the reactants [S:1]1[C:5]2=[N:6][CH:7]=[CH:8][CH:9]=[C:4]2[CH:3]=[C:2]1[CH:10]=[N:11][S:12]([C:15]1[CH:25]=[CH:24][C:18]2[O:19][CH2:20][CH2:21][CH2:22][O:23][C:17]=2[CH:16]=1)(=[O:14])=[O:13].Br[Mg][C:28]1[CH:33]=[CH:32][CH:31]=[CH:30][CH:29]=1, predict the reaction product. The product is: [C:28]1([CH:10]([C:2]2[S:1][C:5]3=[N:6][CH:7]=[CH:8][CH:9]=[C:4]3[CH:3]=2)[NH:11][S:12]([C:15]2[CH:25]=[CH:24][C:18]3[O:19][CH2:20][CH2:21][CH2:22][O:23][C:17]=3[CH:16]=2)(=[O:14])=[O:13])[CH:33]=[CH:32][CH:31]=[CH:30][CH:29]=1. (2) Given the reactants [Cl:1][C:2]1[N:6]2[CH:7]=[C:8]([C:15]3[CH:19]=[CH:18][O:17][CH:16]=3)[CH:9]=[C:10]([C:11]([F:14])([F:13])[F:12])[C:5]2=[N:4][C:3]=1[C:20]([OH:22])=O.[CH3:23][C@H:24]1[O:28][C:27](=[O:29])[N:26]([CH:30]2[CH2:35][CH2:34][NH:33][CH2:32][CH2:31]2)[CH2:25]1.CCN(C(C)C)C(C)C.CN(C(ON1N=NC2C=CC=NC1=2)=[N+](C)C)C.F[P-](F)(F)(F)(F)F, predict the reaction product. The product is: [Cl:1][C:2]1[N:6]2[CH:7]=[C:8]([C:15]3[CH:19]=[CH:18][O:17][CH:16]=3)[CH:9]=[C:10]([C:11]([F:13])([F:12])[F:14])[C:5]2=[N:4][C:3]=1[C:20]([N:33]1[CH2:32][CH2:31][CH:30]([N:26]2[CH2:25][C@@H:24]([CH3:23])[O:28][C:27]2=[O:29])[CH2:35][CH2:34]1)=[O:22]. (3) Given the reactants C([O:3][C:4](=[O:29])[CH2:5][C:6]1[N:14]2[C:9]([CH:10]=[C:11]([C:15]#[N:16])[CH:12]=[CH:13]2)=[C:8]([S:17][C:18]2[CH:23]=[CH:22][C:21]([S:24]([CH3:27])(=[O:26])=[O:25])=[CH:20][CH:19]=2)[C:7]=1[CH3:28])C.O1CCCC1.[OH-].[Li+].Cl, predict the reaction product. The product is: [C:15]([C:11]1[CH:12]=[CH:13][N:14]2[C:9]([CH:10]=1)=[C:8]([S:17][C:18]1[CH:19]=[CH:20][C:21]([S:24]([CH3:27])(=[O:26])=[O:25])=[CH:22][CH:23]=1)[C:7]([CH3:28])=[C:6]2[CH2:5][C:4]([OH:29])=[O:3])#[N:16]. (4) Given the reactants [F:1][C:2]1[N:7]=[C:6]([N:8]2[CH2:12][C:11]3([CH2:17][CH2:16][CH:15]([CH:18]=O)[CH2:14][CH2:13]3)[O:10][C:9]2=[O:20])[CH:5]=[CH:4][CH:3]=1.FC(F)(F)OC1C=CC=C(N)C=1N.[F:34][C:35]([F:45])([F:44])[C:36]1[CH:37]=[C:38]([NH2:43])[C:39]([NH2:42])=[CH:40][CH:41]=1, predict the reaction product. The product is: [F:1][C:2]1[N:7]=[C:6]([N:8]2[CH2:12][C:11]3([CH2:17][CH2:16][CH:15]([C:18]4[NH:42][C:39]5[CH:40]=[CH:41][C:36]([C:35]([F:34])([F:44])[F:45])=[CH:37][C:38]=5[N:43]=4)[CH2:14][CH2:13]3)[O:10][C:9]2=[O:20])[CH:5]=[CH:4][CH:3]=1. (5) Given the reactants [Cl:1][C:2]1[CH:14]=[C:13]([Cl:15])[C:12]([S:16][C:17]2[N:21]([CH3:22])[N:20]=[C:19]([CH3:23])[C:18]=2/[CH:24]=[N:25]/O)=[CH:11][C:3]=1[O:4][C@H:5]([CH3:10])[C:6]([O:8]C)=[O:7].C(N(CC)CC)C.O, predict the reaction product. The product is: [Cl:1][C:2]1[CH:14]=[C:13]([Cl:15])[C:12]([S:16][C:17]2[N:21]([CH3:22])[N:20]=[C:19]([CH3:23])[C:18]=2[C:24]#[N:25])=[CH:11][C:3]=1[O:4][C@H:5]([CH3:10])[C:6]([OH:8])=[O:7]. (6) Given the reactants [CH2:1]([CH:8]1[CH2:10][O:9]1)[C:2]1[CH:7]=[CH:6][CH:5]=[CH:4][CH:3]=1.[C:11](=O)([O:13]C)[NH2:12].C(N(CC)CC)C, predict the reaction product. The product is: [CH2:1]([CH:8]1[O:9][C:11](=[O:13])[NH:12][CH2:10]1)[C:2]1[CH:3]=[CH:4][CH:5]=[CH:6][CH:7]=1. (7) Given the reactants [F:1][C:2]([F:9])([F:8])[C:3]([O:5]CC)=O.[NH:10]1[CH2:15][CH2:14][NH:13][CH2:12][CH2:11]1, predict the reaction product. The product is: [F:9][C:2]([F:1])([F:8])[C:3]([N:10]1[CH2:15][CH2:14][NH:13][CH2:12][CH2:11]1)=[O:5]. (8) The product is: [CH3:16][C:11]1([CH3:17])[C:12]2[NH:13][C:14]3[C:6](=[CH:5][CH:4]=[C:3]([C:1]#[N:2])[CH:15]=3)[C:7]=2[C:8](=[O:30])[C:9]2[CH:21]=[CH:20][C:19]([N:31]3[CH2:36][CH2:35][CH2:34][CH2:33][CH2:32]3)=[CH:18][C:10]1=2. Given the reactants [C:1]([C:3]1[CH:15]=[C:14]2[C:6]([C:7]3[C:8](=[O:30])[C:9]4[CH:21]=[CH:20][C:19](OS(C(F)(F)F)(=O)=O)=[CH:18][C:10]=4[C:11]([CH3:17])([CH3:16])[C:12]=3[NH:13]2)=[CH:5][CH:4]=1)#[N:2].[NH:31]1[CH2:36][CH2:35][CH2:34][CH2:33][CH2:32]1, predict the reaction product.